This data is from Full USPTO retrosynthesis dataset with 1.9M reactions from patents (1976-2016). The task is: Predict the reactants needed to synthesize the given product. (1) Given the product [F:1][C:2]1[CH:3]=[C:4]([CH:10]=[CH:11][CH:12]=1)[O:5][CH2:6][C:7]1[CH:8]=[C:64]2[CH2:81][NH:80][CH2:78][CH2:77][N:65]2[N:66]=1, predict the reactants needed to synthesize it. The reactants are: [F:1][C:2]1[CH:3]=[C:4]([CH:10]=[CH:11][CH:12]=1)[O:5][CH2:6][C:7](=O)[CH3:8].C(OCC)(=O)C(OCC)=O.C(OC(=O)C(=O)CC(=O)COC1C=CC=CC=1)C.C(OC(C1NN=C(COC2C=CC=CC=2)C=1)=O)C.C(OC([C:64]1[N:65]([CH2:77][CH:78]([NH:80][C:81](OC(C)(C)C)=O)C)[N:66]=C(COC2C=CC=CC=2)C=1)=O)C.CC1CN2N=C(COC3C=CC=CC=3)C=C2C(=O)N1.CC1CN2N=C(COC3C=CC=CC=3)C=C2CN1. (2) Given the product [F:42][C:39]1[CH:38]=[CH:37][C:36]([C:34]2[N:35]=[C:31]([NH:30][C:12]([CH:11]=[CH:10][C:9]3[CH:15]=[CH:16][C:6]([O:23][C:24](=[O:28])[CH2:25][CH2:47][CH3:48])=[C:7]([O:17][CH3:18])[CH:8]=3)=[O:14])[S:32][CH:33]=2)=[CH:41][CH:40]=1, predict the reactants needed to synthesize it. The reactants are: C([C:6]1[CH:16]=[CH:15][C:9]([CH:10]=[CH:11][C:12]([OH:14])=O)=[CH:8][C:7]=1[O:17][CH3:18])(=O)CCC.CN(C=[O:23])C.[C:24](Cl)(=[O:28])[C:25](Cl)=O.[NH2:30][C:31]1[S:32][CH:33]=[C:34]([C:36]2[CH:41]=[CH:40][C:39]([F:42])=[CH:38][CH:37]=2)[N:35]=1.N1[CH:48]=[CH:47]C=CC=1. (3) Given the product [NH2:1][C:4]1[CH:5]=[N:6][C:7]([N:10]2[CH2:11][CH:12]([OH:14])[CH2:13]2)=[N:8][CH:9]=1, predict the reactants needed to synthesize it. The reactants are: [N+:1]([C:4]1[CH:5]=[N:6][C:7]([N:10]2[CH2:13][CH:12]([OH:14])[CH2:11]2)=[N:8][CH:9]=1)([O-])=O. (4) Given the product [I:26][C:6]1[CH:7]=[CH:8][C:9]([N:12]2[CH2:17][CH2:16][N:15]([C:18]([O:20][CH2:21][C:22]([NH:24][CH3:25])=[O:23])=[O:19])[CH2:14][CH2:13]2)=[N:10][CH:11]=1, predict the reactants needed to synthesize it. The reactants are: N([O-])=O.[Na+].N[C:6]1[CH:7]=[CH:8][C:9]([N:12]2[CH2:17][CH2:16][N:15]([C:18]([O:20][CH2:21][C:22]([NH:24][CH3:25])=[O:23])=[O:19])[CH2:14][CH2:13]2)=[N:10][CH:11]=1.[I-:26].[K+].C(=O)(O)[O-].[Na+]. (5) Given the product [Br:1][C:2]1[C:7]([CH3:8])=[CH:6][C:5]([O:9][CH3:11])=[CH:4][C:3]=1[CH3:10], predict the reactants needed to synthesize it. The reactants are: [Br:1][C:2]1[C:7]([CH3:8])=[CH:6][C:5]([OH:9])=[CH:4][C:3]=1[CH3:10].[CH3:11]I. (6) Given the product [CH:16]1([N:7]2[CH2:8][C:9]([F:15])([F:14])[C:10](=[O:13])[N:11]([CH3:12])[C:5]3[CH:4]=[N:3][C:2]([NH:35][C:36]4[CH:37]=[CH:38][C:39]([C:40]([NH:42][CH:43]5[CH2:48][CH2:47][N:46]([CH3:49])[CH2:45][CH2:44]5)=[O:41])=[CH:50][CH:51]=4)=[N:22][C:6]2=3)[CH2:21][CH2:20][CH2:19][CH2:18][CH2:17]1, predict the reactants needed to synthesize it. The reactants are: Cl[C:2]1[N:3]=[CH:4][C:5]2[N:11]([CH3:12])[C:10](=[O:13])[C:9]([F:15])([F:14])[CH2:8][N:7]([CH:16]3[CH2:21][CH2:20][CH2:19][CH2:18][CH2:17]3)[C:6]=2[N:22]=1.O.C1(C)C(S(O)(=O)=O)=CC=CC=1.[NH2:35][C:36]1[CH:51]=[CH:50][C:39]([C:40]([NH:42][CH:43]2[CH2:48][CH2:47][N:46]([CH3:49])[CH2:45][CH2:44]2)=[O:41])=[CH:38][CH:37]=1. (7) The reactants are: [CH2:1]([O:3][CH:4]([S:29][CH2:30][CH3:31])[C@@H:5]1[CH2:9][CH2:8][CH2:7][N:6]1[C:10](=[O:28])[C:11]1[CH:16]=[C:15]([O:17][CH3:18])[C:14]([O:19][CH2:20][CH2:21][CH2:22][CH2:23]Br)=[CH:13][C:12]=1[N+:25]([O-:27])=[O:26])[CH3:2].[OH:32][C:33]1[C:47]([O:48][CH3:49])=[CH:46][C:36]2[C:37](=[O:45])[N:38]3[CH2:44][CH2:43][CH2:42][C@H:39]3[CH2:40][NH:41][C:35]=2[CH:34]=1.C([O-])([O-])=O.[K+].[K+].CCOC(C)=O. Given the product [CH2:1]([O:3][CH:4]([S:29][CH2:30][CH3:31])[C@@H:5]1[CH2:9][CH2:8][CH2:7][N:6]1[C:10](=[O:28])[C:11]1[CH:16]=[C:15]([O:17][CH3:18])[C:14]([O:19][CH2:20][CH2:21][CH2:22][CH2:23][O:32][C:33]2[C:47]([O:48][CH3:49])=[CH:46][C:36]3[C:37](=[O:45])[N:38]4[CH2:44][CH2:43][CH2:42][C@H:39]4[CH2:40][NH:41][C:35]=3[CH:34]=2)=[CH:13][C:12]=1[N+:25]([O-:27])=[O:26])[CH3:2], predict the reactants needed to synthesize it.